From a dataset of Reaction yield outcomes from USPTO patents with 853,638 reactions. Predict the reaction yield, written as a fraction of the theoretical maximum amount of product (1.0 means a 100% yield; for example, 0.34 means a 34% yield). (1) The reactants are [Cl:1][C:2]1[CH:6]=[N:5][N:4]([CH3:7])[C:3]=1[C:8]1[CH:9]=[C:10]([NH2:23])[CH:11]=[CH:12][C:13]=1[O:14][CH2:15][CH2:16][N:17]1[CH2:22][CH2:21][O:20][CH2:19][CH2:18]1.[Cl:24][C:25]1[S:29][C:28]([C:30](O)=[O:31])=[CH:27][CH:26]=1.CN(C(ON1N=NC2C=CC=NC1=2)=[N+](C)C)C.F[P-](F)(F)(F)(F)F.CCN(C(C)C)C(C)C. The catalyst is CN(C=O)C. The product is [Cl:1][C:2]1[CH:6]=[N:5][N:4]([CH3:7])[C:3]=1[C:8]1[CH:9]=[C:10]([NH:23][C:30]([C:28]2[S:29][C:25]([Cl:24])=[CH:26][CH:27]=2)=[O:31])[CH:11]=[CH:12][C:13]=1[O:14][CH2:15][CH2:16][N:17]1[CH2:18][CH2:19][O:20][CH2:21][CH2:22]1. The yield is 0.151. (2) The reactants are [F:1][C:2]([F:27])([F:26])[O:3][C:4]1[CH:9]=[CH:8][CH:7]=[CH:6][C:5]=1[C:10]1[CH:15]=[CH:14][CH:13]=[C:12]([C:16]2[CH:20]=[C:19]([C:21]([O:23]CC)=O)[NH:18][N:17]=2)[CH:11]=1.[NH3:28]. No catalyst specified. The product is [F:27][C:2]([F:26])([F:1])[O:3][C:4]1[CH:9]=[CH:8][CH:7]=[CH:6][C:5]=1[C:10]1[CH:15]=[CH:14][CH:13]=[C:12]([C:16]2[CH:20]=[C:19]([C:21]([NH2:28])=[O:23])[NH:18][N:17]=2)[CH:11]=1. The yield is 0.740. (3) The reactants are [Br:1][C:2]1[C:3]([CH3:10])=[C:4]([NH2:9])[C:5]([NH2:8])=[N:6][CH:7]=1.C([O:13][C:14](=O)[C:15](OCC)=[O:16])C. The catalyst is CCOCC. The product is [Br:1][C:2]1[CH:7]=[N:6][C:5]2=[N:8][C:15]([OH:16])=[C:14]([OH:13])[N:9]=[C:4]2[C:3]=1[CH3:10]. The yield is 0.850.